Predict the product of the given reaction. From a dataset of Forward reaction prediction with 1.9M reactions from USPTO patents (1976-2016). (1) The product is: [CH3:1][C@@H:2]([CH2:4][CH2:5][CH2:6][CH2:7][CH3:13])[CH2:3][CH2:17][C:15]([OH:18])=[O:16]. Given the reactants [CH3:1][C:2](=[CH:4][CH2:5][CH2:6][C@@H:7]([CH3:13])CCCCC)[CH3:3].C[C:15]([CH3:17])=[O:16].[OH:18]S(O)(=O)=O.O=[Cr](=O)=O.O.[O-]S([O-])(=O)=O.[Na+].[Na+], predict the reaction product. (2) Given the reactants [F:1][C:2]([F:18])([F:17])[C:3]1[CH:16]=[CH:15][C:14]2[S:13][C:12]3[C:7](=[CH:8][CH:9]=[CH:10][CH:11]=3)[NH:6][C:5]=2[CH:4]=1.CN(C=O)C.Br[CH2:25][CH2:26][CH2:27][Cl:28], predict the reaction product. The product is: [Cl:28][CH2:27][CH2:26][CH2:25][N:6]1[C:5]2[CH:4]=[C:3]([C:2]([F:1])([F:17])[F:18])[CH:16]=[CH:15][C:14]=2[S:13][C:12]2[C:7]1=[CH:8][CH:9]=[CH:10][CH:11]=2. (3) Given the reactants [H-].[Al+3].[Li+].[H-].[H-].[H-].[CH2:7]([N:14]1[CH:18]=[C:17]([CH2:19][CH2:20][C:21](OCC)=[O:22])[C:16]([CH:26]([CH3:28])[CH3:27])=[N:15]1)[C:8]1[CH:13]=[CH:12][CH:11]=[CH:10][CH:9]=1.CC(C)=O, predict the reaction product. The product is: [CH2:7]([N:14]1[CH:18]=[C:17]([CH2:19][CH2:20][CH2:21][OH:22])[C:16]([CH:26]([CH3:28])[CH3:27])=[N:15]1)[C:8]1[CH:9]=[CH:10][CH:11]=[CH:12][CH:13]=1. (4) Given the reactants [F:1][C:2]([F:26])([F:25])[C:3]1[N:4]=[C:5]([C:21]([F:24])([F:23])[F:22])[C:6]2[CH:12]=[CH:11][C:10]3=[N:13][C:14]([C:16]([O:18]CC)=O)=[CH:15][N:9]3[C:7]=2[N:8]=1.[NH2:27][NH2:28], predict the reaction product. The product is: [F:26][C:2]([F:25])([F:1])[C:3]1[N:4]=[C:5]([C:21]([F:22])([F:23])[F:24])[C:6]2[CH:12]=[CH:11][C:10]3=[N:13][C:14]([C:16]([NH:27][NH2:28])=[O:18])=[CH:15][N:9]3[C:7]=2[N:8]=1.